Dataset: Forward reaction prediction with 1.9M reactions from USPTO patents (1976-2016). Task: Predict the product of the given reaction. (1) Given the reactants [N+:1]([C:4]1[CH:5]=[C:6]2[C:10](=[CH:11][CH:12]=1)[NH:9][N:8]=[C:7]2[C:13]1[NH:14][CH:15]=[CH:16][CH:17]=1)([O-:3])=[O:2].[C:29](OC(OC(O[C:29]([CH3:32])([CH3:31])[CH3:30])=O)=O)([CH3:32])([CH3:31])[CH3:30].C(N(CC)CC)C.[C:40]([O:43]CC)(=[O:42])C.C(Cl)Cl, predict the reaction product. The product is: [N+:1]([C:4]1[CH:5]=[C:6]2[C:10](=[CH:11][CH:12]=1)[N:9]([O:43][C:40](=[O:42])[C:29]([CH3:30])([CH3:31])[CH3:32])[N:8]=[C:7]2[C:13]1[NH:14][CH:15]=[CH:16][CH:17]=1)([O-:3])=[O:2]. (2) Given the reactants [C:1]([NH:4][C:5](=[CH2:16])[C:6]([O:8][CH2:9][C:10]1[CH:15]=[CH:14][CH:13]=[CH:12][CH:11]=1)=[O:7])(=[O:3])[CH3:2].CCN(CC)CC.Br[C:25]1[CH:31]=[CH:30][C:28]([NH2:29])=[C:27]([CH2:32][CH3:33])[CH:26]=1, predict the reaction product. The product is: [C:1]([NH:4]/[C:5](=[CH:16]/[C:25]1[CH:31]=[CH:30][C:28]([NH2:29])=[C:27]([CH2:32][CH3:33])[CH:26]=1)/[C:6]([O:8][CH2:9][C:10]1[CH:15]=[CH:14][CH:13]=[CH:12][CH:11]=1)=[O:7])(=[O:3])[CH3:2]. (3) Given the reactants Cl.Cl.[CH3:3][O:4][CH2:5][CH2:6][N:7]1[CH2:11][C@@H:10]([C:12]2[CH:17]=[CH:16][CH:15]=[CH:14][CH:13]=2)[C@H:9]([NH2:18])[CH2:8]1.C(N(CC)CC)C.[C:26](Cl)(=[O:37])[O:27][C:28]1[CH:33]=[CH:32][C:31]([N+:34]([O-:36])=[O:35])=[CH:30][CH:29]=1, predict the reaction product. The product is: [CH3:3][O:4][CH2:5][CH2:6][N:7]1[CH2:11][C@@H:10]([C:12]2[CH:17]=[CH:16][CH:15]=[CH:14][CH:13]=2)[C@H:9]([NH:18][C:26](=[O:37])[O:27][C:28]2[CH:29]=[CH:30][C:31]([N+:34]([O-:36])=[O:35])=[CH:32][CH:33]=2)[CH2:8]1. (4) Given the reactants [Br:1][CH2:2][C:3]([NH:5][C:6]1[CH:11]=[N:10][C:9]([CH3:12])=[CH:8][N:7]=1)=[O:4].[N:13]1([C:19]([C:32]2[S:33][CH:34]=[CH:35][CH:36]=2)([CH3:31])[C:20]([O:22][C@@H:23]2[CH:28]3[CH2:29][CH2:30][N:25]([CH2:26][CH2:27]3)[CH2:24]2)=[O:21])[CH2:18][CH2:17][CH2:16][CH2:15][CH2:14]1, predict the reaction product. The product is: [Br-:1].[CH3:12][C:9]1[N:10]=[CH:11][C:6]([NH:5][C:3](=[O:4])[CH2:2][N+:25]23[CH2:26][CH2:27][CH:28]([CH2:29][CH2:30]2)[C@@H:23]([O:22][C:20](=[O:21])[C:19]([N:13]2[CH2:14][CH2:15][CH2:16][CH2:17][CH2:18]2)([C:32]2[S:33][CH:34]=[CH:35][CH:36]=2)[CH3:31])[CH2:24]3)=[N:7][CH:8]=1. (5) Given the reactants C(=O)([O-])[O-].[K+].[K+].[C:7]1([S:13]([N:16]2[C:24]3[C:19](=[CH:20][CH:21]=[CH:22][N:23]=3)[CH:18]=[CH:17]2)(=[O:15])=[O:14])[CH:12]=[CH:11][CH:10]=[CH:9][CH:8]=1.[Br:25]NC(=O)CCC(N)=O, predict the reaction product. The product is: [C:7]1([S:13]([N:16]2[C:24]3=[N:23][CH:22]=[CH:21][CH:20]=[C:19]3[C:18]([Br:25])=[CH:17]2)(=[O:15])=[O:14])[CH:8]=[CH:9][CH:10]=[CH:11][CH:12]=1. (6) The product is: [CH2:7]([S:8][C:16]1[N:24]=[CH:23][C:22]([N+:25]([O-:27])=[O:26])=[CH:21][C:17]=1[C:18]([OH:20])=[O:19])[C:1]1[CH:6]=[CH:5][CH:4]=[CH:3][CH:2]=1. Given the reactants [C:1]1([CH2:7][SH:8])[CH:6]=[CH:5][CH:4]=[CH:3][CH:2]=1.C(=O)([O-])[O-].[K+].[K+].Cl[C:16]1[N:24]=[CH:23][C:22]([N+:25]([O-:27])=[O:26])=[CH:21][C:17]=1[C:18]([OH:20])=[O:19], predict the reaction product.